This data is from Forward reaction prediction with 1.9M reactions from USPTO patents (1976-2016). The task is: Predict the product of the given reaction. (1) Given the reactants FC(F)(F)S(O[C:7]1[CH:16]=[C:15]2[C:10]([CH2:11][CH2:12][C:13](=[O:17])[NH:14]2)=[CH:9][CH:8]=1)(=O)=O.[CH3:20][N:21](C=O)C, predict the reaction product. The product is: [O:17]=[C:13]1[CH2:12][CH2:11][C:10]2[C:15](=[CH:16][C:7]([C:20]#[N:21])=[CH:8][CH:9]=2)[NH:14]1. (2) Given the reactants Br[C:2]1[CH:7]=[CH:6][C:5]([C:8]2[O:23][C:11]3[N:12]=[CH:13][N:14]=[C:15]([N:16]4[CH2:21][CH2:20][CH:19]([OH:22])[CH2:18][CH2:17]4)[C:10]=3[C:9]=2[C:24]2[CH:29]=[CH:28][CH:27]=[CH:26][CH:25]=2)=[CH:4][CH:3]=1.[N+:30]([C:33]1[CH:38]=[CH:37][CH:36]=[CH:35][C:34]=1OB(O)O)([O-:32])=[O:31].C(=O)([O-])[O-].[Na+].[Na+], predict the reaction product. The product is: [N+:30]([C:33]1[CH:38]=[CH:37][CH:36]=[CH:35][C:34]=1[C:2]1[CH:7]=[CH:6][C:5]([C:8]2[O:23][C:11]3[N:12]=[CH:13][N:14]=[C:15]([N:16]4[CH2:21][CH2:20][CH:19]([OH:22])[CH2:18][CH2:17]4)[C:10]=3[C:9]=2[C:24]2[CH:29]=[CH:28][CH:27]=[CH:26][CH:25]=2)=[CH:4][CH:3]=1)([O-:32])=[O:31]. (3) Given the reactants Cl[C:2]1[CH:7]=[C:6]([NH:8][CH:9]2[CH2:11][CH2:10]2)[N:5]2[N:12]=[CH:13][C:14]([CH:15]=[C:16]3[NH:20][C:19](=[O:21])[NH:18][C:17]3=[O:22])=[C:4]2[N:3]=1.[N:23]1[CH:28]=[CH:27][CH:26]=[CH:25][C:24]=1[N:29]1[CH2:34][CH2:33][NH:32][CH2:31][CH2:30]1.CCN(CC)CC, predict the reaction product. The product is: [CH:9]1([NH:8][C:6]2[N:5]3[N:12]=[CH:13][C:14]([CH:15]=[C:16]4[NH:20][C:19](=[O:21])[NH:18][C:17]4=[O:22])=[C:4]3[N:3]=[C:2]([N:32]3[CH2:33][CH2:34][N:29]([C:24]4[CH:25]=[CH:26][CH:27]=[CH:28][N:23]=4)[CH2:30][CH2:31]3)[CH:7]=2)[CH2:11][CH2:10]1. (4) Given the reactants [CH3:1][O:2][C:3]([C:5]1[NH:6][C:7]([C:13]([CH3:16])([CH3:15])[CH3:14])=[CH:8][C:9]=1[N+:10]([O-])=O)=[O:4], predict the reaction product. The product is: [NH2:10][C:9]1[CH:8]=[C:7]([C:13]([CH3:16])([CH3:14])[CH3:15])[NH:6][C:5]=1[C:3]([O:2][CH3:1])=[O:4]. (5) Given the reactants C(C1C=[C:5]([CH:20]=[CH:21][CH:22]=1)[CH2:6][NH:7][C:8]1[CH:13]=[C:12]([C:14]2[NH:18][N:17]=[N:16][N:15]=2)[CH:11]=[CH:10][C:9]=1[F:19])#C.Cl.FC1C=CC(C2NN=NN=2)=CC=1N.[C:37]1([S:43]([N:46]2C=CC=C2C=O)(=[O:45])=[O:44])[CH:42]=[CH:41][CH:40]=[CH:39][CH:38]=1, predict the reaction product. The product is: [F:19][C:9]1[CH:10]=[CH:11][C:12]([C:14]2[NH:15][N:16]=[N:17][N:18]=2)=[CH:13][C:8]=1[NH:7][CH2:6][C:5]1[N:46]([S:43]([C:37]2[CH:42]=[CH:41][CH:40]=[CH:39][CH:38]=2)(=[O:45])=[O:44])[CH:22]=[CH:21][CH:20]=1. (6) Given the reactants Br[C:2]1[C:3]([CH3:19])=[N:4][N:5]([CH3:18])[C:6]=1[C:7]1[CH:17]=[CH:16][C:10]2[O:11][CH2:12][C:13](=[O:15])[NH:14][C:9]=2[CH:8]=1.[F:20][C:21]([F:32])([F:31])[C:22]1[CH:27]=[CH:26][C:25](B(O)O)=[CH:24][CH:23]=1, predict the reaction product. The product is: [CH3:18][N:5]1[C:6]([C:7]2[CH:17]=[CH:16][C:10]3[O:11][CH2:12][C:13](=[O:15])[NH:14][C:9]=3[CH:8]=2)=[C:2]([C:25]2[CH:26]=[CH:27][C:22]([C:21]([F:32])([F:31])[F:20])=[CH:23][CH:24]=2)[C:3]([CH3:19])=[N:4]1. (7) Given the reactants [Na].[CH2:2]([C@:4]1([CH2:18][CH2:19][C:20](=[O:22])[CH3:21])[C:10]2[CH:11]=[CH:12][C:13]([O:15][CH3:16])=[CH:14][C:9]=2[CH2:8][CH2:7][CH2:6][C:5]1=O)[CH3:3].[CH2:23]([C@:25]1([CH2:39][CH2:40][C:41](=[O:43])[CH3:42])[C:31]2[CH:32]=[CH:33][C:34]([O:36][CH3:37])=[CH:35][C:30]=2[CH2:29][CH2:28][CH2:27][C:26]1=O)[CH3:24], predict the reaction product. The product is: [CH2:2]([C@:4]12[CH2:18][CH2:19][C:20](=[O:22])[CH:21]=[C:5]1[CH2:6][CH2:7][CH2:8][C:9]1[CH:14]=[C:13]([O:15][CH3:16])[CH:12]=[CH:11][C:10]=12)[CH3:3].[CH2:23]([C@@:25]12[CH2:39][CH2:40][C:41](=[O:43])[CH:42]=[C:26]1[CH2:27][CH2:28][CH2:29][C:30]1[CH:35]=[C:34]([O:36][CH3:37])[CH:33]=[CH:32][C:31]=12)[CH3:24]. (8) Given the reactants C[O:2][C:3](=[O:24])[C:4]1[CH:9]=[C:8]([O:10][CH3:11])[C:7]([Cl:12])=[C:6]([O:13][CH2:14][CH2:15][C:16]2[CH:21]=[CH:20][C:19]([Cl:22])=[CH:18][C:17]=2[Cl:23])[CH:5]=1.O.[OH-].[Na+].Cl, predict the reaction product. The product is: [Cl:12][C:7]1[C:8]([O:10][CH3:11])=[CH:9][C:4]([C:3]([OH:24])=[O:2])=[CH:5][C:6]=1[O:13][CH2:14][CH2:15][C:16]1[CH:21]=[CH:20][C:19]([Cl:22])=[CH:18][C:17]=1[Cl:23]. (9) Given the reactants C(=O)([O-])[O-].[Na+].[Na+].[CH:7]1[C:19]2[CH:18]([CH2:20][O:21][C:22](Cl)=[O:23])[C:17]3[C:12](=[CH:13][CH:14]=[CH:15][CH:16]=3)[C:11]=2[CH:10]=[CH:9][CH:8]=1.[Cl:25][C@@H:26]1[CH2:30][NH:29][C@@H:28]2[C@@H:31]([OH:34])[CH2:32][O:33][C@H:27]12, predict the reaction product. The product is: [Cl:25][C@@H:26]1[CH2:30][N:29]([C:22]([O:21][CH2:20][CH:18]2[C:19]3[CH:7]=[CH:8][CH:9]=[CH:10][C:11]=3[C:16]3[C:17]2=[CH:12][CH:13]=[CH:14][CH:15]=3)=[O:23])[C@@H:28]2[C@@H:31]([OH:34])[CH2:32][O:33][C@H:27]12. (10) Given the reactants Br[C:2]1[C:7]([Cl:8])=[CH:6][C:5]([NH:9][C:10]2[N:14]=[C:13]([NH2:15])[NH:12][N:11]=2)=[CH:4][C:3]=1[Cl:16].[CH3:17][O:18][CH2:19][CH2:20][O:21][C:22]1[CH:27]=[CH:26][C:25](B2OC(C)(C)C(C)(C)O2)=[CH:24][CH:23]=1.O1CCOCC1.O.C(=O)([O-])[O-].[K+].[K+], predict the reaction product. The product is: [Cl:16][C:3]1[CH:4]=[C:5]([NH:9][C:10]2[N:14]=[C:13]([NH2:15])[NH:12][N:11]=2)[CH:6]=[C:7]([Cl:8])[C:2]=1[C:25]1[CH:26]=[CH:27][C:22]([O:21][CH2:20][CH2:19][O:18][CH3:17])=[CH:23][CH:24]=1.